This data is from Reaction yield outcomes from USPTO patents with 853,638 reactions. The task is: Predict the reaction yield, written as a fraction of the theoretical maximum amount of product (1.0 means a 100% yield; for example, 0.34 means a 34% yield). The reactants are [CH3:1][C:2]([C:4]1[CH:9]=[CH:8][C:7]([Cl:10])=[CH:6][CH:5]=1)=O.[C:11]1([C@@H:17]([NH2:19])[CH3:18])[CH:16]=[CH:15][CH:14]=[CH:13][CH:12]=1. The catalyst is [Cl-].[Zn+2].[Cl-].C1(C)C=CC=CC=1. The product is [C:11]1([C:17](=[N:19][C@H:2]([C:4]2[CH:9]=[CH:8][C:7]([Cl:10])=[CH:6][CH:5]=2)[CH3:1])[CH3:18])[CH:16]=[CH:15][CH:14]=[CH:13][CH:12]=1. The yield is 0.940.